Dataset: Forward reaction prediction with 1.9M reactions from USPTO patents (1976-2016). Task: Predict the product of the given reaction. (1) Given the reactants [CH3:1][O:2][C:3]1[CH:8]=[C:7]([N+:9]([O-])=O)[CH:6]=[CH:5][C:4]=1[C:12]1[CH:13]=[N:14][N:15]([CH3:17])[CH:16]=1, predict the reaction product. The product is: [CH3:1][O:2][C:3]1[CH:8]=[C:7]([CH:6]=[CH:5][C:4]=1[C:12]1[CH:13]=[N:14][N:15]([CH3:17])[CH:16]=1)[NH2:9]. (2) Given the reactants [C:1](Cl)(=[O:3])[CH3:2].[Cl:5][C:6]1[CH:7]=[C:8]2[C:13](=[CH:14][CH:15]=1)[CH:12]=[C:11]([S:16]([CH2:19][CH2:20][C:21]([N:23]1[CH2:28][CH2:27][CH:26]([NH:29][CH2:30][C:31]3[N:32]=[CH:33][N:34](C(C4C=CC=CC=4)(C4C=CC=CC=4)C4C=CC=CC=4)[CH:35]=3)[CH2:25][CH2:24]1)=[O:22])(=[O:18])=[O:17])[CH:10]=[CH:9]2.C(N(CC)CC)C, predict the reaction product. The product is: [Cl:5][C:6]1[CH:15]=[C:14]2[C:13](=[CH:8][CH:7]=1)[CH:12]=[C:11]([S:16]([CH2:19][CH2:20][C:21]([N:23]1[CH2:28][CH2:27][CH:26]([N:29]([CH2:30][C:31]3[N:32]=[CH:33][NH:34][CH:35]=3)[C:1](=[O:3])[CH3:2])[CH2:25][CH2:24]1)=[O:22])(=[O:17])=[O:18])[CH:10]=[CH:9]2. (3) Given the reactants [CH2:1]([O:8][C:9]1[CH:14]=[CH:13][C:12](Br)=[CH:11][C:10]=1[C:16]1[O:17][C:18]2[CH:24]=[CH:23][C:22]([CH3:25])=[CH:21][C:19]=2[N:20]=1)[C:2]1[CH:7]=[CH:6][CH:5]=[CH:4][CH:3]=1.[Na+].[I-:27].CNCCNC, predict the reaction product. The product is: [CH2:1]([O:8][C:9]1[CH:14]=[CH:13][C:12]([I:27])=[CH:11][C:10]=1[C:16]1[O:17][C:18]2[CH:24]=[CH:23][C:22]([CH3:25])=[CH:21][C:19]=2[N:20]=1)[C:2]1[CH:7]=[CH:6][CH:5]=[CH:4][CH:3]=1. (4) Given the reactants [Br:1][C:2]1[C:3](=[O:9])[NH:4][C:5](=[O:8])[NH:6][CH:7]=1.[CH2:10](Br)[C:11]1[CH:16]=[CH:15][CH:14]=[CH:13][CH:12]=1, predict the reaction product. The product is: [Br:1][C:2]1[C:3](=[O:9])[NH:4][C:5](=[O:8])[N:6]([CH2:10][C:11]2[CH:16]=[CH:15][CH:14]=[CH:13][CH:12]=2)[CH:7]=1. (5) Given the reactants N(C(N(C)C)=O)=NC(N(C)C)=O.[C:13]([N:21]1[CH2:38][CH2:37][CH:25]2[N:26]3[C:35]4[C:30](=[CH:31][CH:32]=[CH:33][C:34]=4[CH:24]2[CH2:23][CH2:22]1)[CH:29]([OH:36])[CH2:28][CH2:27]3)(=[O:20])[C:14]1[CH:19]=[CH:18][CH:17]=[CH:16][CH:15]=1.[C:39]1(O)[CH:44]=[CH:43][CH:42]=[CH:41][CH:40]=1.C(P(CCCC)CCCC)CCC, predict the reaction product. The product is: [C:13]([N:21]1[CH2:38][CH2:37][C:25]2[N:26]3[C:35]4[C:30](=[CH:31][CH:32]=[CH:33][C:34]=4[C:24]=2[CH2:23][CH2:22]1)[CH:29]([O:36][C:39]1[CH:44]=[CH:43][CH:42]=[CH:41][CH:40]=1)[CH2:28][CH2:27]3)(=[O:20])[C:14]1[CH:19]=[CH:18][CH:17]=[CH:16][CH:15]=1. (6) Given the reactants C([O:3][C:4](=[O:16])[C:5]([F:15])([F:14])[O:6][C:7]1[CH:12]=[CH:11][C:10]([F:13])=[CH:9][CH:8]=1)C.[OH-].[Na+], predict the reaction product. The product is: [F:15][C:5]([F:14])([O:6][C:7]1[CH:12]=[CH:11][C:10]([F:13])=[CH:9][CH:8]=1)[C:4]([OH:16])=[O:3].